Predict the product of the given reaction. From a dataset of Forward reaction prediction with 1.9M reactions from USPTO patents (1976-2016). (1) Given the reactants [CH3:1][O:2][CH2:3][O:4][C:5]1[CH:6]=[C:7]([CH:13]=[CH:14][C:15]=1[N+:16]([O-])=O)[C:8]([O:10][CH2:11][CH3:12])=[O:9].C1COCC1.[H][H], predict the reaction product. The product is: [NH2:16][C:15]1[CH:14]=[CH:13][C:7]([C:8]([O:10][CH2:11][CH3:12])=[O:9])=[CH:6][C:5]=1[O:4][CH2:3][O:2][CH3:1]. (2) Given the reactants [C:1]([O:11][CH3:12])(=[O:10])[C@H:2]([C:4]1[CH:9]=[CH:8][CH:7]=[CH:6][CH:5]=1)[OH:3].N1C=CN=C1.[Si:18](Cl)([C:21]([CH3:24])([CH3:23])[CH3:22])([CH3:20])[CH3:19], predict the reaction product. The product is: [CH3:12][O:11][C:1](=[O:10])[CH:2]([O:3][Si:18]([C:21]([CH3:24])([CH3:23])[CH3:22])([CH3:20])[CH3:19])[C:4]1[CH:9]=[CH:8][CH:7]=[CH:6][CH:5]=1. (3) Given the reactants [Cl:1][C:2]1[C:7]([F:8])=[CH:6][CH:5]=[C:4]([N+:9]([O-])=O)[C:3]=1[NH:12][CH2:13][CH2:14][OH:15].[O-]S(S([O-])=O)=O.[Na+].[Na+], predict the reaction product. The product is: [NH2:9][C:4]1[C:3]([NH:12][CH2:13][CH2:14][OH:15])=[C:2]([Cl:1])[C:7]([F:8])=[CH:6][CH:5]=1. (4) The product is: [Br:1][C:2]1[CH:11]=[C:10]2[C:5]([CH:6]=[C:7]([NH:13][C:14]3[CH:18]=[C:17]([CH3:19])[NH:16][N:15]=3)[N:8]=[C:9]2[O:20][CH:3]([CH3:4])[CH3:2])=[CH:4][C:3]=1[O:20][CH3:21]. Given the reactants [Br:1][C:2]1[CH:11]=[C:10]2[C:5]([CH:6]=[C:7]([NH:13][C:14]3[CH:18]=[C:17]([CH3:19])[NH:16][N:15]=3)[N:8]=[C:9]2Cl)=[CH:4][C:3]=1[O:20][CH3:21], predict the reaction product. (5) Given the reactants C[O:2][C:3](=[O:35])[CH2:4][O:5][C:6]1[CH:11]=[CH:10][CH:9]=[CH:8][C:7]=1[CH:12]1[N:16]([C:17](=[O:27])[C:18]2[C:23]([F:24])=[CH:22][C:21]([F:25])=[CH:20][C:19]=2[F:26])[N:15]=[C:14]([C:28]2[CH:33]=[CH:32][C:31]([F:34])=[CH:30][CH:29]=2)[S:13]1.C1COCC1.CO.[Li+].[OH-], predict the reaction product. The product is: [F:34][C:31]1[CH:32]=[CH:33][C:28]([C:14]2[S:13][CH:12]([C:7]3[CH:8]=[CH:9][CH:10]=[CH:11][C:6]=3[O:5][CH2:4][C:3]([OH:35])=[O:2])[N:16]([C:17](=[O:27])[C:18]3[C:23]([F:24])=[CH:22][C:21]([F:25])=[CH:20][C:19]=3[F:26])[N:15]=2)=[CH:29][CH:30]=1. (6) Given the reactants [NH2:1][CH2:2][CH2:3][CH2:4][CH2:5][CH2:6][C:7]([OH:9])=[O:8].[C:10](OC(=O)C)(=[O:14])[C:11]([CH3:13])=[CH2:12], predict the reaction product. The product is: [C:10]([NH:1][CH2:2][CH2:3][CH2:4][CH2:5][CH2:6][C:7]([OH:9])=[O:8])(=[O:14])[C:11]([CH3:13])=[CH2:12]. (7) Given the reactants Cl[C:2]1[C:21]([C:22]2[N:26](C3CCCCO3)[N:25]=[CH:24][CH:23]=2)=[CH:20][C:5]([C:6]([NH:8][C:9]2[CH:14]=[CH:13][C:12]([O:15][C:16]([Cl:19])([F:18])[F:17])=[CH:11][CH:10]=2)=[O:7])=[CH:4][N:3]=1.[CH2:33]1[C:36]2([CH2:40][CH2:39][NH:38][CH2:37]2)[CH2:35][N:34]1C(OC(C)(C)C)=O, predict the reaction product. The product is: [Cl:19][C:16]([F:18])([F:17])[O:15][C:12]1[CH:11]=[CH:10][C:9]([NH:8][C:6](=[O:7])[C:5]2[CH:20]=[C:21]([C:22]3[NH:26][N:25]=[CH:24][CH:23]=3)[C:2]([N:38]3[CH2:39][CH2:40][C:36]4([CH2:33][NH:34][CH2:35]4)[CH2:37]3)=[N:3][CH:4]=2)=[CH:14][CH:13]=1. (8) The product is: [NH:23]1[C:24]2[C:20](=[CH:19][C:18]([C:15]3[N:14]=[C:13]([C:5]4[CH:6]=[CH:7][C:8]([O:9][CH:10]([CH3:12])[CH3:11])=[C:3]([CH:4]=4)[C:1]#[N:2])[O:17][N:16]=3)=[CH:26][CH:25]=2)[CH:21]=[CH:22]1. Given the reactants [C:1]([C:3]1[CH:4]=[C:5]([C:13]2[O:17][N:16]=[C:15]([C:18]3[CH:19]=[C:20]4[C:24](=[CH:25][CH:26]=3)[N:23](C(OC(C)(C)C)=O)[CH:22]=[CH:21]4)[N:14]=2)[CH:6]=[CH:7][C:8]=1[O:9][CH:10]([CH3:12])[CH3:11])#[N:2].O1CCOCC1.Cl.Cl.O1CCOCC1, predict the reaction product. (9) The product is: [C:1]([O:4][CH2:5][C:6]1[CH2:13][S:12][C@@H:11]2[N:8]([C:9](=[O:15])[C@H:10]2[N:14]([CH2:35][C:30]2[CH:31]=[CH:32][CH:33]=[CH:34][N:29]=2)[CH2:22][C:23]2[CH:28]=[CH:27][CH:26]=[CH:25][N:24]=2)[C:7]=1[C:16]([O:18][CH3:19])=[O:17])(=[O:3])[CH3:2]. Given the reactants [C:1]([O:4][CH2:5][C:6]1[CH2:13][S:12][C@@H:11]2[N:8]([C:9](=[O:15])[C@H:10]2[NH2:14])[C:7]=1[C:16]([O:18][CH3:19])=[O:17])(=[O:3])[CH3:2].Cl.Cl[CH2:22][C:23]1[CH:28]=[CH:27][CH:26]=[CH:25][N:24]=1.[N:29]1[CH:34]=[CH:33][CH:32]=[CH:31][C:30]=1[CH:35]=O.[BH4-].[Na+], predict the reaction product. (10) Given the reactants [OH:1][CH2:2][CH2:3][N:4]([CH2:17][C:18]([F:21])([F:20])[F:19])[C:5]1[CH:12]=[CH:11][C:8]([C:9]#[N:10])=[CH:7][C:6]=1[C:13]([F:16])([F:15])[F:14].[CH3:22][C:23]([C:25]1[CH:26]=[CH:27][C:28](O)=[CH:29][CH:30]=1)=[O:24], predict the reaction product. The product is: [C:23]([C:25]1[CH:26]=[CH:27][C:28]([O:1][CH2:2][CH2:3][N:4]([CH2:17][C:18]([F:19])([F:20])[F:21])[C:5]2[CH:12]=[CH:11][C:8]([C:9]#[N:10])=[CH:7][C:6]=2[C:13]([F:15])([F:16])[F:14])=[CH:29][CH:30]=1)(=[O:24])[CH3:22].